Dataset: Reaction yield outcomes from USPTO patents with 853,638 reactions. Task: Predict the reaction yield, written as a fraction of the theoretical maximum amount of product (1.0 means a 100% yield; for example, 0.34 means a 34% yield). (1) The reactants are [CH3:1][C:2]([CH3:21])([CH3:20])[C:3]([N:5]1[CH2:10][CH2:9][C:8]([CH2:17][CH2:18][OH:19])([C:11]2[CH:16]=[CH:15][CH:14]=[CH:13][CH:12]=2)[O:7][CH2:6]1)=[O:4].CS(C)=O.C(N(C(C)C)CC)(C)C. The catalyst is C(Cl)Cl. The product is [CH3:1][C:2]([CH3:21])([CH3:20])[C:3]([N:5]1[CH2:10][CH2:9][C:8]([CH2:17][CH:18]=[O:19])([C:11]2[CH:16]=[CH:15][CH:14]=[CH:13][CH:12]=2)[O:7][CH2:6]1)=[O:4]. The yield is 0.980. (2) The yield is 0.540. The product is [CH3:11][O:12][C:13](=[O:43])[C@H:14]([CH2:23][C:24]1[CH:25]=[CH:26][C:27]([C:2]2[C:3](=[O:10])[N:4]([CH3:9])[CH:5]=[C:6]([Cl:8])[CH:7]=2)=[CH:28][CH:29]=1)[NH:15][C:16]([O:18][C:19]([CH3:22])([CH3:20])[CH3:21])=[O:17]. The reactants are Br[C:2]1[C:3](=[O:10])[N:4]([CH3:9])[CH:5]=[C:6]([Cl:8])[CH:7]=1.[CH3:11][O:12][C:13](=[O:43])[C@H:14]([CH2:23][C:24]1[CH:29]=[CH:28][C:27]([Sn](CCCC)(CCCC)CCCC)=[CH:26][CH:25]=1)[NH:15][C:16]([O:18][C:19]([CH3:22])([CH3:21])[CH3:20])=[O:17]. The catalyst is CN(C=O)C.ClCCl.C1C=CC([P]([Pd]([P](C2C=CC=CC=2)(C2C=CC=CC=2)C2C=CC=CC=2)([P](C2C=CC=CC=2)(C2C=CC=CC=2)C2C=CC=CC=2)[P](C2C=CC=CC=2)(C2C=CC=CC=2)C2C=CC=CC=2)(C2C=CC=CC=2)C2C=CC=CC=2)=CC=1.